Dataset: Full USPTO retrosynthesis dataset with 1.9M reactions from patents (1976-2016). Task: Predict the reactants needed to synthesize the given product. (1) Given the product [F:20][C:18]1[CH:17]=[CH:16][C:15]([N+:21]([O-:23])=[O:22])=[C:14]([CH:5]([C:4]([O:11][CH3:12])=[O:10])[C:6]([O:8][CH3:9])=[O:7])[CH:19]=1, predict the reactants needed to synthesize it. The reactants are: C[O-].[Na+].[C:4]([O:11][CH3:12])(=[O:10])[CH2:5][C:6]([O:8][CH3:9])=[O:7].F[C:14]1[CH:19]=[C:18]([F:20])[CH:17]=[CH:16][C:15]=1[N+:21]([O-:23])=[O:22].Cl. (2) Given the product [CH:3]([O:6][C:7]([N:9]1[CH2:10][CH2:11][CH:12]([O:15][C:22]2[C:31]3[C:26](=[C:27]([Cl:32])[CH:28]=[CH:29][CH:30]=3)[N:25]=[CH:24][CH:23]=2)[CH2:13][CH2:14]1)=[O:8])([CH3:5])[CH3:4], predict the reactants needed to synthesize it. The reactants are: [H-].[Na+].[CH:3]([O:6][C:7]([N:9]1[CH2:14][CH2:13][CH:12]([OH:15])[CH2:11][CH2:10]1)=[O:8])([CH3:5])[CH3:4].C1COCC1.Cl[C:22]1[C:31]2[C:26](=[C:27]([Cl:32])[CH:28]=[CH:29][CH:30]=2)[N:25]=[CH:24][CH:23]=1.